Dataset: Forward reaction prediction with 1.9M reactions from USPTO patents (1976-2016). Task: Predict the product of the given reaction. (1) Given the reactants Cl[C:2]1[S:3][CH:4]=[C:5]([Cl:7])[N:6]=1.C(=O)([O-])[O-].[K+].[K+].[NH:14]1[CH2:19][CH2:18][O:17][CH2:16][CH2:15]1, predict the reaction product. The product is: [Cl:7][C:5]1[N:6]=[C:2]([N:14]2[CH2:19][CH2:18][O:17][CH2:16][CH2:15]2)[S:3][CH:4]=1. (2) The product is: [OH:55][CH2:33][C:4]1[N:5]([CH2:8][C:9]2[S:24][C:12]3[N:13]([CH2:20][CH:21]([CH3:23])[CH3:22])[C:14](=[O:19])[N:15]([CH3:18])[C:16](=[O:17])[C:11]=3[C:10]=2[C:25]([O:46][CH3:45])=[O:26])[C:6]2[CH:38]=[CH:44][CH:43]=[CH:42][C:2]=2[N:3]=1. Given the reactants Cl[C:2]1[N:3]=[C:4]([CH3:33])[N:5]([CH2:8][C:9]2[S:24][C:12]3[N:13]([CH2:20][CH:21]([CH3:23])[CH3:22])[C:14](=[O:19])[N:15]([CH3:18])[C:16](=[O:17])[C:11]=3[C:10]=2[C:25](N2C[C@H](O)CO2)=[O:26])[C:6]=1Cl.OCC1N[C:38]2[CH:44]=[CH:43][CH:42]=CC=2N=1.[C:45](=O)([O-])[O-:46].[K+].[K+].CN(C=[O:55])C, predict the reaction product. (3) The product is: [CH3:6][C:5](=[CH:4][C:2](=[O:1])[CH:3]=[C:9]([CH3:10])[CH3:8])[CH3:7]. Given the reactants [O:1]=[C:2]([CH:4]=[C:5]([CH3:7])[CH3:6])[CH3:3].[CH3:8][CH:9](CC(C)=O)[CH3:10], predict the reaction product. (4) Given the reactants [C:1]([C:5]1[CH:10]=[CH:9][C:8]([CH3:11])=[CH:7][CH:6]=1)([CH3:4])([CH3:3])[CH3:2].[OH:12]N1C(=O)N(O)C(=O)N(O)[C:14]1=[O:23].[O:24]=O, predict the reaction product. The product is: [C:1]([C:5]1[CH:10]=[CH:9][C:8]([C:14]([OH:23])=[O:24])=[CH:7][CH:6]=1)([CH3:4])([CH3:3])[CH3:2].[C:1]([C:5]1[CH:6]=[CH:7][C:8]([CH:11]=[O:12])=[CH:9][CH:10]=1)([CH3:4])([CH3:3])[CH3:2].